This data is from Full USPTO retrosynthesis dataset with 1.9M reactions from patents (1976-2016). The task is: Predict the reactants needed to synthesize the given product. (1) Given the product [CH3:13][C:5]1[CH:4]=[C:3]([CH2:2][O:1][C:14]2[CH:19]=[CH:18][CH:17]=[CH:16][CH:15]=2)[CH:12]=[CH:11][C:6]=1[C:7]([O:9][CH3:10])=[O:8], predict the reactants needed to synthesize it. The reactants are: [OH:1][CH2:2][C:3]1[CH:12]=[CH:11][C:6]([C:7]([O:9][CH3:10])=[O:8])=[C:5]([CH3:13])[CH:4]=1.[C:14]1(O)[CH:19]=[CH:18][CH:17]=[CH:16][CH:15]=1.C1(P(C2C=CC=CC=2)C2C=CC=CC=2)C=CC=CC=1.C(OC(N=NC(OC(C)C)=O)=O)(C)C. (2) Given the product [CH3:18][O:17][C:14]1[CH:15]=[CH:16][C:11]([CH2:10][O:9][C@H:8]2[C@H:7]([O:19][CH2:20][C:21]3[CH:26]=[CH:25][C:24]([O:27][CH3:28])=[CH:23][CH:22]=3)[C@@H:6]([CH2:29][O:30][CH2:31][C:32]3[CH:33]=[CH:34][C:35]([O:38][CH3:39])=[CH:36][CH:37]=3)[O:5][CH:3]([OH:4])[C@@H:2]2[NH:1][C:51](=[O:52])[C:50]([F:55])([F:54])[F:49])=[CH:12][CH:13]=1, predict the reactants needed to synthesize it. The reactants are: [NH2:1][C@@H:2]1[C@@H:8]([O:9][CH2:10][C:11]2[CH:16]=[CH:15][C:14]([O:17][CH3:18])=[CH:13][CH:12]=2)[C@H:7]([O:19][CH2:20][C:21]2[CH:26]=[CH:25][C:24]([O:27][CH3:28])=[CH:23][CH:22]=2)[C@@H:6]([CH2:29][O:30][CH2:31][C:32]2[CH:37]=[CH:36][C:35]([O:38][CH3:39])=[CH:34][CH:33]=2)[O:5][CH:3]1[OH:4].C(N(C(C)C)CC)(C)C.[F:49][C:50]([F:55])([F:54])[C:51](O)=[O:52].C(=O)([O-])O.[Na+]. (3) Given the product [C:15]([C:16]1[CH:17]=[C:18]([NH2:19])[N:12]([C:8]2[CH:7]=[C:6]3[C:11](=[CH:10][CH:9]=2)[N:2]=[CH:3][CH:4]=[CH:5]3)[N:13]=1)([CH3:22])([CH3:21])[CH3:14], predict the reactants needed to synthesize it. The reactants are: Cl.[N:2]1[C:11]2[C:6](=[CH:7][C:8]([NH:12][NH2:13])=[CH:9][CH:10]=2)[CH:5]=[CH:4][CH:3]=1.[CH3:14][C:15]([CH3:22])([CH3:21])[C:16](=O)[CH2:17][C:18]#[N:19].Cl. (4) Given the product [NH2:11][CH2:10][C:9]1[CH:8]=[C:7]([N:4]2[CH2:5][CH2:6][C@@H:2]([OH:1])[CH2:3]2)[CH:14]=[CH:13][CH:12]=1, predict the reactants needed to synthesize it. The reactants are: [OH:1][C@@H:2]1[CH2:6][CH2:5][N:4]([C:7]2[CH:8]=[C:9]([CH:12]=[CH:13][CH:14]=2)[C:10]#[N:11])[CH2:3]1.[NH4+].[OH-]. (5) Given the product [CH3:33][C:10]1[C:9](=[O:8])[C:18]2[C:13](=[CH:14][CH:15]=[CH:16][CH:17]=2)[NH:12][C:11]=1[CH2:19][O:20][C@H:21]1[CH2:22][CH2:23][C@H:24]([NH:27][C:28](=[O:32])[O:29][CH2:30][CH3:31])[CH2:25][CH2:26]1, predict the reactants needed to synthesize it. The reactants are: C([O:8][C:9]1[C:18]2[C:13](=[CH:14][CH:15]=[CH:16][CH:17]=2)[N:12]=[C:11]([CH2:19][O:20][C@H:21]2[CH2:26][CH2:25][C@H:24]([NH:27][C:28](=[O:32])[O:29][CH2:30][CH3:31])[CH2:23][CH2:22]2)[C:10]=1[CH3:33])C1C=CC=CC=1. (6) Given the product [CH3:32][O:31][C:29]([C:26]1[CH:25]=[CH:24][C:23]([O:3][C:4]2[CH:21]=[CH:20][C:7]3[CH2:8][CH2:9][N:10]([C:13]([O:15][C:16]([CH3:18])([CH3:17])[CH3:19])=[O:14])[CH2:11][CH2:12][C:6]=3[CH:5]=2)=[N:28][CH:27]=1)=[O:30], predict the reactants needed to synthesize it. The reactants are: [H-].[Na+].[OH:3][C:4]1[CH:21]=[CH:20][C:7]2[CH2:8][CH2:9][N:10]([C:13]([O:15][C:16]([CH3:19])([CH3:18])[CH3:17])=[O:14])[CH2:11][CH2:12][C:6]=2[CH:5]=1.Cl[C:23]1[N:28]=[CH:27][C:26]([C:29]([O:31][CH3:32])=[O:30])=[CH:25][CH:24]=1.O. (7) Given the product [C:15]([NH:4][C:5]1[NH:6][C:7](=[O:14])[C:8]2[N:9]([CH2:22][O:23][CH:24]([CH2:25][O:26][C:27](=[O:29])[CH3:28])[CH2:30][O:31][C:32](=[O:34])[CH3:33])[CH:10]=[N:11][C:12]=2[N:13]=1)(=[O:17])[CH3:16], predict the reactants needed to synthesize it. The reactants are: C([N:4]([C:15](=[O:17])[CH3:16])[C:5]1[NH:6][C:7](=[O:14])[C:8]2[NH:9][CH:10]=[N:11][C:12]=2[N:13]=1)(=O)C.C(O[CH2:22][O:23][CH:24]([CH2:30][O:31][C:32](=[O:34])[CH3:33])[CH2:25][O:26][C:27](=[O:29])[CH3:28])(=O)C.O.C1(C)C=CC(S(O)(=O)=O)=CC=1.